This data is from Reaction yield outcomes from USPTO patents with 853,638 reactions. The task is: Predict the reaction yield, written as a fraction of the theoretical maximum amount of product (1.0 means a 100% yield; for example, 0.34 means a 34% yield). (1) The reactants are [O:1]1[CH:5]=[CH:4][CH:3]=[C:2]1[C:6](Cl)=[O:7].[F:9][C:10]1[CH:11]=[C:12]2[C:17](=[CH:18][CH:19]=1)[N:16]([CH2:20][C:21]1[CH:26]=[CH:25][C:24]([F:27])=[CH:23][CH:22]=1)[C:15](=[O:28])[C:14]([C:29]#[N:30])=[C:13]2[N:31]1[CH2:36][CH2:35][NH:34][CH2:33][CH2:32]1. The catalyst is N1C=CC=CC=1. The product is [F:9][C:10]1[CH:11]=[C:12]2[C:17](=[CH:18][CH:19]=1)[N:16]([CH2:20][C:21]1[CH:22]=[CH:23][C:24]([F:27])=[CH:25][CH:26]=1)[C:15](=[O:28])[C:14]([C:29]#[N:30])=[C:13]2[N:31]1[CH2:36][CH2:35][N:34]([C:6]([C:2]2[O:1][CH:5]=[CH:4][CH:3]=2)=[O:7])[CH2:33][CH2:32]1. The yield is 0.850. (2) The reactants are [F:1][C:2]1[CH:3]=[CH:4][C:5]2[C:9]([CH:10]3[CH2:15][CH2:14][N:13]([CH2:16][CH2:17][CH2:18][N:19]4[C:27]5[CH2:26][CH2:25][N:24]([S:28]([CH3:31])(=[O:30])=[O:29])[CH2:23][C:22]=5[C:21]([C:32]5[CH:37]=[CH:36][C:35]([C:38]([F:41])([F:40])[F:39])=[CH:34][CH:33]=5)=[N:20]4)[CH2:12][CH2:11]3)=[C:8]([C:42](O)=[O:43])[S:7][C:6]=2[CH:45]=1.CN(C(ON1N=NC2C=CC=CC1=2)=[N+](C)C)C.F[P-](F)(F)(F)(F)F.CCN(C(C)C)C(C)C.[CH2:79]([CH2:81][NH2:82])[OH:80]. The catalyst is CN(C=O)C. The product is [OH:80][CH2:79][CH2:81][NH:82][C:42]([C:8]1[S:7][C:6]2[CH:45]=[C:2]([F:1])[CH:3]=[CH:4][C:5]=2[C:9]=1[CH:10]1[CH2:11][CH2:12][N:13]([CH2:16][CH2:17][CH2:18][N:19]2[C:27]3[CH2:26][CH2:25][N:24]([S:28]([CH3:31])(=[O:29])=[O:30])[CH2:23][C:22]=3[C:21]([C:32]3[CH:33]=[CH:34][C:35]([C:38]([F:40])([F:41])[F:39])=[CH:36][CH:37]=3)=[N:20]2)[CH2:14][CH2:15]1)=[O:43]. The yield is 0.760. (3) The reactants are [CH3:1][C:2]([CH3:32])([CH3:31])[C:3](=[O:30])[CH2:4][O:5][C:6]1[CH:11]=[CH:10][C:9]([C:12]([C:17]2[S:21][C:20]3[CH:22]=[CH:23][C:24]([C:26](O)=[O:27])=[CH:25][C:19]=3[CH:18]=2)([CH2:15][CH3:16])[CH2:13][CH3:14])=[CH:8][C:7]=1[CH3:29].C(Cl)CCl.Cl.C[O:39][C:40](=[O:43])[CH2:41][NH2:42]. The catalyst is CN(C1C=CN=CC=1)C. The product is [CH3:32][C:2]([CH3:1])([CH3:31])[C:3](=[O:30])[CH2:4][O:5][C:6]1[CH:11]=[CH:10][C:9]([C:12]([C:17]2[S:21][C:20]3[CH:22]=[CH:23][C:24]([C:26]([NH:42][CH2:41][C:40]([OH:39])=[O:43])=[O:27])=[CH:25][C:19]=3[CH:18]=2)([CH2:15][CH3:16])[CH2:13][CH3:14])=[CH:8][C:7]=1[CH3:29]. The yield is 0.700. (4) The reactants are Cl.CN(C)CCCN=C=NCC.C(N(C(C)C)CC)(C)C.[N:22]1[NH:23][N:24]=[C:25]([O:27][CH2:28][CH2:29][CH2:30][C:31]([OH:33])=O)[CH:26]=1.O.Cl.Cl.[CH2:37]1[C:45]2[C:40](=[CH:41][CH:42]=[CH:43][CH:44]=2)[CH2:39][CH:38]1[NH:46][C:47]1[N:48]=[CH:49][C:50]2[CH2:55][NH:54][CH2:53][C:51]=2[N:52]=1. The catalyst is CN(C)C1C=CN=CC=1.ClCCl. The product is [CH2:39]1[C:40]2[C:45](=[CH:44][CH:43]=[CH:42][CH:41]=2)[CH2:37][CH:38]1[NH:46][C:47]1[N:48]=[CH:49][C:50]2[CH2:55][N:54]([C:31](=[O:33])[CH2:30][CH2:29][CH2:28][O:27][C:25]3[NH:24][N:23]=[N:22][CH:26]=3)[CH2:53][C:51]=2[N:52]=1. The yield is 0.440. (5) The reactants are [C:1]([O:5][C:6](=[O:20])[CH2:7][CH2:8][S:9][CH2:10][C:11]1[CH:12]=[C:13]([CH:17]=[CH:18][CH:19]=1)[C:14]([OH:16])=O)([CH3:4])([CH3:3])[CH3:2].CCN=C=NCCCN(C)C.Cl.[F:33][C:34]([F:60])([F:59])[C:35]1[CH:36]=[C:37]([CH:56]=[CH:57][CH:58]=1)[CH2:38][NH:39][C:40](=[O:55])[C:41]1[CH:46]=[CH:45][N:44]=[C:43]([C:47]2[CH:52]=[C:51]([Cl:53])[CH:50]=[CH:49][C:48]=2[NH2:54])[CH:42]=1. The product is [F:60][C:34]([F:33])([F:59])[C:35]1[CH:36]=[C:37]([CH:56]=[CH:57][CH:58]=1)[CH2:38][NH:39][C:40]([C:41]1[CH:46]=[CH:45][N:44]=[C:43]([C:47]2[CH:52]=[C:51]([Cl:53])[CH:50]=[CH:49][C:48]=2[NH:54][C:14]([C:13]2[CH:12]=[C:11]([CH:19]=[CH:18][CH:17]=2)[CH2:10][S:9][CH2:8][CH2:7][C:6]([O:5][C:1]([CH3:2])([CH3:3])[CH3:4])=[O:20])=[O:16])[CH:42]=1)=[O:55]. The yield is 0.860. The catalyst is ClCCl.CN(C)C1C=CN=CC=1. (6) The reactants are [NH2:1][C:2]1[N:3]=[C:4]([CH3:29])[C:5]2=[C:6]([CH2:8][C@H:9]([C:14]3[CH:19]=[CH:18][C:17]([F:20])=[CH:16][C:15]=3[C:21]3[CH:26]=[CH:25][CH:24]=[C:23]([O:27][CH3:28])[N:22]=3)[NH:10]/[C:11]/2=[N:12]\[OH:13])[N:7]=1.C([O-])([O-])=O.[Cs+].[Cs+].I[CH2:37][CH2:38][C@H:39]1[CH2:43][O:42][C:41]([CH3:45])([CH3:44])[O:40]1. The catalyst is CN(C=O)C. The product is [CH3:44][C:41]1([CH3:45])[O:40][C@@H:39]([CH2:38][CH2:37][O:13]/[N:12]=[C:11]2\[NH:10][C@@H:9]([C:14]3[CH:19]=[CH:18][C:17]([F:20])=[CH:16][C:15]=3[C:21]3[CH:26]=[CH:25][CH:24]=[C:23]([O:27][CH3:28])[N:22]=3)[CH2:8][C:6]3[N:7]=[C:2]([NH2:1])[N:3]=[C:4]([CH3:29])[C:5]\2=3)[CH2:43][O:42]1. The yield is 0.630. (7) The reactants are [CH3:1][O:2][C:3](=[O:75])[C@@H:4]([NH:23][C:24]([C:26]1([CH2:31][CH2:32][NH:33][CH2:34][CH2:35][C:36]([O:38][CH2:39][CH2:40][O:41][CH2:42][CH2:43][O:44][CH2:45][CH2:46][O:47][CH2:48][CH2:49][O:50][CH2:51][CH2:52][O:53][CH2:54][CH2:55][O:56][CH2:57][CH2:58][O:59][CH2:60][CH2:61][O:62][CH2:63][CH2:64][O:65][CH2:66][CH2:67][O:68][CH2:69][CH2:70][O:71][CH2:72][CH2:73][NH2:74])=O)[CH2:30][CH2:29][CH2:28][CH2:27]1)=[O:25])[CH2:5][C:6]1[CH:11]=[CH:10][C:9]([NH:12][C:13](=[O:22])[C:14]2[C:19]([Cl:20])=[CH:18][CH:17]=[CH:16][C:15]=2[Cl:21])=[CH:8][CH:7]=1.[O:76]1[C:80](=[O:81])[CH2:79][CH2:78][C:77]1=[O:82].CCN(C(C)C)C(C)C.C1C[O:95]CC1. No catalyst specified. The product is [CH3:1][O:2][C:3]([C@@H:4]([NH:23][C:24]([C:26]1([CH2:31][CH2:32][NH:33][C:34](=[O:95])[CH2:35][CH2:36][O:38][CH2:39][CH2:40][O:41][CH2:42][CH2:43][O:44][CH2:45][CH2:46][O:47][CH2:48][CH2:49][O:50][CH2:51][CH2:52][O:53][CH2:54][CH2:55][O:56][CH2:57][CH2:58][O:59][CH2:60][CH2:61][O:62][CH2:63][CH2:64][O:65][CH2:66][CH2:67][O:68][CH2:69][CH2:70][O:71][CH2:72][CH2:73][NH:74][C:77](=[O:82])[CH2:78][CH2:79][C:80]([OH:76])=[O:81])[CH2:30][CH2:29][CH2:28][CH2:27]1)=[O:25])[CH2:5][C:6]1[CH:11]=[CH:10][C:9]([NH:12][C:13](=[O:22])[C:14]2[C:19]([Cl:20])=[CH:18][CH:17]=[CH:16][C:15]=2[Cl:21])=[CH:8][CH:7]=1)=[O:75]. The yield is 0.940.